From a dataset of TCR-epitope binding with 47,182 pairs between 192 epitopes and 23,139 TCRs. Binary Classification. Given a T-cell receptor sequence (or CDR3 region) and an epitope sequence, predict whether binding occurs between them. (1) The epitope is KRWIIMGLNK. The TCR CDR3 sequence is CASSQAEGDGYTF. Result: 0 (the TCR does not bind to the epitope). (2) The epitope is ILHCANFNV. The TCR CDR3 sequence is CASSFGGYEQYF. Result: 1 (the TCR binds to the epitope). (3) The TCR CDR3 sequence is CASSAGSNYGYTF. Result: 0 (the TCR does not bind to the epitope). The epitope is HTDFSSEIIGY. (4) The epitope is GTITVEELK. The TCR CDR3 sequence is CASSRTRDSNQPQHF. Result: 1 (the TCR binds to the epitope). (5) The epitope is YLNTLTLAV. The TCR CDR3 sequence is CASSLGHGNTIYF. Result: 1 (the TCR binds to the epitope).